From a dataset of Forward reaction prediction with 1.9M reactions from USPTO patents (1976-2016). Predict the product of the given reaction. (1) Given the reactants [NH:1]1[C:9]2[C:4](=[CH:5][CH:6]=[CH:7][CH:8]=2)[CH2:3][C:2]1=[O:10].[CH3:11][N:12]([CH3:37])[C:13]([CH2:15][CH2:16][C:17]1[C:18]([S:25]([C:28]2[CH:29]=[C:30]([CH:34]=[CH:35][CH:36]=2)[C:31]([OH:33])=[O:32])(=[O:27])=[O:26])=[C:19]([CH3:24])[NH:20][C:21]=1[CH:22]=O)=[O:14].N1CCCCC1, predict the reaction product. The product is: [CH3:37][N:12]([CH3:11])[C:13]([CH2:15][CH2:16][C:17]1[C:18]([S:25]([C:28]2[CH:29]=[C:30]([CH:34]=[CH:35][CH:36]=2)[C:31]([OH:33])=[O:32])(=[O:27])=[O:26])=[C:19]([CH3:24])[NH:20][C:21]=1/[CH:22]=[C:3]1\[C:2](=[O:10])[NH:1][C:9]2[C:4]\1=[CH:5][CH:6]=[CH:7][CH:8]=2)=[O:14]. (2) Given the reactants [NH:1]1[C:9]2[C:4](=[CH:5][CH:6]=[CH:7][CH:8]=2)[CH:3]=[N:2]1.[CH2:10]1[O:27][CH2:26]COCCOCCOCCOCCOC1.C([O-])(=[O:30])C.[K+].O, predict the reaction product. The product is: [CH3:26][O:27][C:10]([C:7]1[CH:8]=[C:9]2[C:4]([CH:3]=[N:2][NH:1]2)=[CH:5][CH:6]=1)=[O:30]. (3) The product is: [CH:27]1([CH2:26][N:10]2[C:9]3[N:8]=[C:7]([CH2:6][C:5]4[CH:4]=[CH:3][C:2]([NH:1][C:38]([C:36]5[CH:35]=[N:34][N:33]([CH3:32])[CH:37]=5)=[O:39])=[CH:31][CH:30]=4)[NH:15][C:14]=3[C:13](=[O:16])[N:12]([CH2:17][C:18]3[CH:23]=[CH:22][CH:21]=[CH:20][C:19]=3[F:24])[C:11]2=[O:25])[CH2:28][CH2:29]1. Given the reactants [NH2:1][C:2]1[CH:31]=[CH:30][C:5]([CH2:6][C:7]2[NH:15][C:14]3[C:13](=[O:16])[N:12]([CH2:17][C:18]4[CH:23]=[CH:22][CH:21]=[CH:20][C:19]=4[F:24])[C:11](=[O:25])[N:10]([CH2:26][CH:27]4[CH2:29][CH2:28]4)[C:9]=3[N:8]=2)=[CH:4][CH:3]=1.[CH3:32][N:33]1[CH:37]=[C:36]([C:38](O)=[O:39])[CH:35]=[N:34]1.C(N(CC)C(C)C)(C)C, predict the reaction product. (4) Given the reactants [CH2:1]([C:8]1[C:13](=[O:14])[N:12]2[CH2:15][CH2:16][S:17][C:11]2=[N:10][C:9]=1[CH:18]([NH:21][CH2:22][CH2:23][CH2:24][NH:25][C:26](=[O:32])[O:27][C:28]([CH3:31])([CH3:30])[CH3:29])[CH2:19][CH3:20])[C:2]1[CH:7]=[CH:6][CH:5]=[CH:4][CH:3]=1.C(N(CC)CC)C.[CH3:40][C:41]1[CH:49]=[CH:48][C:44]([C:45](Cl)=[O:46])=[CH:43][CH:42]=1, predict the reaction product. The product is: [O:14]=[C:13]1[N:12]2[CH2:15][CH2:16][S:17][C:11]2=[N:10][C:9]([CH:18]([N:21]([C:45](=[O:46])[C:44]2[CH:48]=[CH:49][C:41]([CH3:40])=[CH:42][CH:43]=2)[CH2:22][CH2:23][CH2:24][NH:25][C:26]([O:27][C:28]([CH3:31])([CH3:30])[CH3:29])=[O:32])[CH2:19][CH3:20])=[C:8]1[CH2:1][C:2]1[CH:3]=[CH:4][CH:5]=[CH:6][CH:7]=1. (5) Given the reactants [CH3:1][O:2][C:3]1[CH:4]=[C:5]([CH:24]=[CH:25][C:26]=1[O:27][CH3:28])[CH2:6][CH2:7][C:8]1[S:9][C:10]2[N:11]=[C:12]([NH2:23])[N:13]=[C:14]([N:17]3[CH2:22][CH2:21][NH:20][CH2:19][CH2:18]3)[C:15]=2[N:16]=1.[CH3:29][O:30][C:31]1[CH:41]=[CH:40][C:34]([O:35][CH2:36][C:37](O)=[O:38])=[CH:33][CH:32]=1, predict the reaction product. The product is: [NH2:23][C:12]1[N:13]=[C:14]([N:17]2[CH2:18][CH2:19][N:20]([C:37](=[O:38])[CH2:36][O:35][C:34]3[CH:40]=[CH:41][C:31]([O:30][CH3:29])=[CH:32][CH:33]=3)[CH2:21][CH2:22]2)[C:15]2[N:16]=[C:8]([CH2:7][CH2:6][C:5]3[CH:24]=[CH:25][C:26]([O:27][CH3:28])=[C:3]([O:2][CH3:1])[CH:4]=3)[S:9][C:10]=2[N:11]=1. (6) Given the reactants [CH3:1][N:2]1[C:11]2[C:6](=[CH:7][CH:8]=[CH:9][CH:10]=2)[NH:5][C:4]([CH3:13])([CH3:12])[C:3]1=[O:14].[N+:15]([O-])([OH:17])=[O:16].[OH-].[Na+], predict the reaction product. The product is: [CH3:1][N:2]1[C:11]2[C:6](=[CH:7][C:8]([N+:15]([O-:17])=[O:16])=[CH:9][CH:10]=2)[NH:5][C:4]([CH3:12])([CH3:13])[C:3]1=[O:14].